From a dataset of Reaction yield outcomes from USPTO patents with 853,638 reactions. Predict the reaction yield, written as a fraction of the theoretical maximum amount of product (1.0 means a 100% yield; for example, 0.34 means a 34% yield). (1) The reactants are [CH2:1]([O:3][C:4]([C:6]1[C@@H:11]([OH:12])[C@@H:10]([N:13]=[N+:14]=[N-:15])[C@H:9]([NH:16][C:17](=[O:19])[CH3:18])[C@H:8]([O:20][CH:21]([CH2:24][CH3:25])[CH2:22][CH3:23])[CH:7]=1)=[O:5])[CH3:2].C(N(CC)CC)C.[CH3:33][S:34](Cl)(=[O:36])=[O:35]. The catalyst is C(Cl)Cl. The product is [CH2:1]([O:3][C:4]([C:6]1[C@@H:11]([O:12][S:34]([CH3:33])(=[O:36])=[O:35])[C@@H:10]([N:13]=[N+:14]=[N-:15])[C@H:9]([NH:16][C:17](=[O:19])[CH3:18])[C@H:8]([O:20][CH:21]([CH2:24][CH3:25])[CH2:22][CH3:23])[CH:7]=1)=[O:5])[CH3:2]. The yield is 0.750. (2) The reactants are [I:1][C:2]1[CH:3]=[C:4]2[C:9](=[CH:10][CH:11]=1)[N:8]=[C:7]([CH3:12])[C:6]([S:13]([CH3:16])(=[O:15])=[O:14])=[C:5]2O.CN(C)C1C=CC(C)=CC=1.P(Cl)(Cl)([Cl:30])=O. The catalyst is C1(C)C=CC=CC=1. The product is [Cl:30][C:5]1[C:4]2[C:9](=[CH:10][CH:11]=[C:2]([I:1])[CH:3]=2)[N:8]=[C:7]([CH3:12])[C:6]=1[S:13]([CH3:16])(=[O:15])=[O:14]. The yield is 0.780. (3) The reactants are [C:1]([C:3]1[CH:4]=[C:5]2[C:10](=[CH:11][C:12]=1[O:13][C:14]1[CH:22]=[CH:21][C:17]([C:18](O)=[O:19])=[CH:16][CH:15]=1)[O:9][CH2:8][CH2:7][CH:6]2[C:23]([O:25][CH3:26])=[O:24])#[N:2].[C:27]([C:31]1[CH:32]=[C:33]([CH:35]=[CH:36][CH:37]=1)[NH2:34])([CH3:30])([CH3:29])[CH3:28].Cl.CN(C)CCCN=C=NCC.ON1C2N=CC=CC=2N=N1. No catalyst specified. The product is [C:27]([C:31]1[CH:32]=[C:33]([NH:34][C:18]([C:17]2[CH:16]=[CH:15][C:14]([O:13][C:12]3[CH:11]=[C:10]4[C:5]([CH:6]([C:23]([O:25][CH3:26])=[O:24])[CH2:7][CH2:8][O:9]4)=[CH:4][C:3]=3[C:1]#[N:2])=[CH:22][CH:21]=2)=[O:19])[CH:35]=[CH:36][CH:37]=1)([CH3:30])([CH3:28])[CH3:29]. The yield is 0.810. (4) The reactants are CS[C:3](SC)=[CH:4][C:5]([C:7]1[CH:12]=[CH:11][CH:10]=[CH:9][CH:8]=1)=[O:6].[CH2:15]([NH2:22])[C:16]1[CH:21]=[CH:20][CH:19]=[CH:18][CH:17]=1. No catalyst specified. The product is [CH2:15]([NH:22][C:3]([NH:22][CH2:15][C:16]1[CH:21]=[CH:20][CH:19]=[CH:18][CH:17]=1)=[CH:4][C:5]([C:7]1[CH:12]=[CH:11][CH:10]=[CH:9][CH:8]=1)=[O:6])[C:16]1[CH:21]=[CH:20][CH:19]=[CH:18][CH:17]=1. The yield is 0.290. (5) The reactants are [Br:1][C:2]1[CH:3]=[C:4]2[C:10](I)=[CH:9][N:8]([S:12]([C:15]3[CH:21]=[CH:20][C:18]([CH3:19])=[CH:17][CH:16]=3)(=[O:14])=[O:13])[C:5]2=[N:6][CH:7]=1.C([Mg]Br)(C)C.CN(C)[CH:29]=[O:30]. The catalyst is O1CCCC1. The product is [Br:1][C:2]1[CH:3]=[C:4]2[C:10]([CH:29]=[O:30])=[CH:9][N:8]([S:12]([C:15]3[CH:21]=[CH:20][C:18]([CH3:19])=[CH:17][CH:16]=3)(=[O:14])=[O:13])[C:5]2=[N:6][CH:7]=1. The yield is 0.671. (6) The reactants are C[O:2][C:3]([C:5]1[N:6]([CH3:15])[N:7]=[C:8]2[C:13]=1[CH:12]=[CH:11][CH:10]=[C:9]2[Br:14])=[O:4].[OH-].[Na+]. The catalyst is C(O)C. The product is [Br:14][C:9]1[C:8]2[C:13](=[C:5]([C:3]([OH:4])=[O:2])[N:6]([CH3:15])[N:7]=2)[CH:12]=[CH:11][CH:10]=1. The yield is 0.940.